From a dataset of Reaction yield outcomes from USPTO patents with 853,638 reactions. Predict the reaction yield, written as a fraction of the theoretical maximum amount of product (1.0 means a 100% yield; for example, 0.34 means a 34% yield). The reactants are [Si]([O:8][CH2:9][CH2:10][N:11]1[CH2:18][CH2:17][CH2:16][CH2:15][CH2:14][CH2:13][CH2:12]1)(C(C)(C)C)(C)C.CCCC[N+](CCCC)(CCCC)CCCC.[F-]. No catalyst specified. The product is [N:11]1([CH2:10][CH2:9][OH:8])[CH2:18][CH2:17][CH2:16][CH2:15][CH2:14][CH2:13][CH2:12]1. The yield is 0.370.